This data is from Catalyst prediction with 721,799 reactions and 888 catalyst types from USPTO. The task is: Predict which catalyst facilitates the given reaction. (1) Reactant: O=[C:2]1[CH2:7][CH2:6][N:5]([C:8]([O:10][C:11]([CH3:14])([CH3:13])[CH3:12])=[O:9])[CH2:4][CH2:3]1.Cl.Cl.[N:17]1[C:18]([CH2:26][CH2:27][NH2:28])=[CH:19][N:20]2[CH:25]=[CH:24][CH:23]=[CH:22][C:21]=12.[CH2:29]1CCN2C(=NCCC2)CC1.C(O[BH-](OC(=O)C)OC(=O)C)(=O)C.[Na+]. Product: [CH2:29]1[C:19]2[N:20]3[CH:25]=[CH:24][CH:23]=[CH:22][C:21]3=[N:17][C:18]=2[CH2:26][CH2:27][N:28]1[CH:2]1[CH2:7][CH2:6][N:5]([C:8]([O:10][C:11]([CH3:14])([CH3:13])[CH3:12])=[O:9])[CH2:4][CH2:3]1. The catalyst class is: 8. (2) Reactant: B.O1CCCC1.[Br:7][C:8]1[CH:19]=[CH:18][C:11]([O:12][CH:13]([CH3:17])[C:14]([NH2:16])=O)=[CH:10][CH:9]=1. Product: [Br:7][C:8]1[CH:19]=[CH:18][C:11]([O:12][CH:13]([CH3:17])[CH2:14][NH2:16])=[CH:10][CH:9]=1. The catalyst class is: 5. (3) Product: [CH3:19][C:18]1[C:9]([C:6]2[CH:7]=[CH:8][C:3]([OH:2])=[CH:4][CH:5]=2)=[N:10][C:11]2[C:16]([N:17]=1)=[C:15]([C:20]([F:23])([F:22])[F:21])[CH:14]=[CH:13][CH:12]=2. The catalyst class is: 15. Reactant: C[O:2][C:3]1[CH:8]=[CH:7][C:6]([C:9]2[C:18]([CH3:19])=[N:17][C:16]3[C:11](=[CH:12][CH:13]=[CH:14][C:15]=3[C:20]([F:23])([F:22])[F:21])[N:10]=2)=[CH:5][CH:4]=1.Br.